From a dataset of Forward reaction prediction with 1.9M reactions from USPTO patents (1976-2016). Predict the product of the given reaction. (1) Given the reactants [S:1]1[CH:5]=[CH:4][C:3]2[S:6][CH:7]=[CH:8][C:2]1=2.C([Li])CCC.CCCCCC.[CH3:20][Sn:21](Cl)([CH3:23])[CH3:22], predict the reaction product. The product is: [CH3:20][Sn:21]([CH3:23])([CH3:22])[C:5]1[S:1][C:2]2[CH:8]=[C:7]([Sn:21]([CH3:23])([CH3:22])[CH3:20])[S:6][C:3]=2[CH:4]=1. (2) Given the reactants CO[C:3]([C:5]1[N:6]=[C:7]([C:24]#[N:25])[C:8]2[C:9](=[O:23])[N:10]([CH2:16][C:17]3[CH:22]=[CH:21][CH:20]=[CH:19][CH:18]=3)[CH:11]=[CH:12][C:13]=2[C:14]=1[OH:15])=[O:4].[NH2:26][CH2:27][CH2:28][CH2:29][C:30]([OH:32])=[O:31].C[O-].[Na+], predict the reaction product. The product is: [CH2:16]([N:10]1[C:9](=[O:23])[C:8]2[C:7]([C:24]#[N:25])=[N:6][C:5]([C:3]([NH:26][CH2:27][CH2:28][CH2:29][C:30]([OH:32])=[O:31])=[O:4])=[C:14]([OH:15])[C:13]=2[CH:12]=[CH:11]1)[C:17]1[CH:22]=[CH:21][CH:20]=[CH:19][CH:18]=1. (3) Given the reactants [CH3:1][O:2][CH:3]([O:12][CH3:13])[C:4](=[O:11])[CH2:5][C:6]([O:8][CH2:9][CH3:10])=[O:7].[CH2:14](Cl)[C:15]1[CH:20]=[CH:19][CH:18]=[CH:17][CH:16]=1.[O-]CC.[Na+], predict the reaction product. The product is: [CH2:14]([CH:5]([C:4](=[O:11])[CH:3]([O:12][CH3:13])[O:2][CH3:1])[C:6]([O:8][CH2:9][CH3:10])=[O:7])[C:15]1[CH:20]=[CH:19][CH:18]=[CH:17][CH:16]=1. (4) Given the reactants [OH:1][C@@H:2]1[CH2:9][N:8]([C:10](=[O:22])[CH2:11][CH2:12][CH2:13][N:14]2[CH2:19][CH2:18][NH:17][C@@H:16]([CH3:20])[C:15]2=[O:21])[CH2:7][CH2:6][C:3]21[CH2:5][CH2:4]2.[Cl:23][C:24]1[CH:29]=[CH:28][C:27]([N:30]=[C:31]=[O:32])=[CH:26][C:25]=1[C:33]([F:36])([F:35])[F:34], predict the reaction product. The product is: [Cl:23][C:24]1[CH:29]=[CH:28][C:27]([NH:30][C:31]([N:17]2[CH2:18][CH2:19][N:14]([CH2:13][CH2:12][CH2:11][C:10]([N:8]3[CH2:7][CH2:6][C:3]4([CH2:5][CH2:4]4)[C@H:2]([OH:1])[CH2:9]3)=[O:22])[C:15](=[O:21])[C@@H:16]2[CH3:20])=[O:32])=[CH:26][C:25]=1[C:33]([F:34])([F:35])[F:36]. (5) Given the reactants Br[C:2]1[CH:3]=[CH:4][C:5]([O:24][CH3:25])=[C:6]([C:10]2[CH:11]=[C:12]3[C:17](=[CH:18][CH:19]=2)[C:16]([CH3:21])([CH3:20])[CH2:15][CH2:14][C:13]3([CH3:23])[CH3:22])[C:7]=1[O:8][CH3:9].CN(C)[CH:28]=[O:29], predict the reaction product. The product is: [CH3:21][C:16]1([CH3:20])[CH2:15][CH2:14][C:13]([CH3:23])([CH3:22])[C:12]2[CH:11]=[C:10]([C:6]3[C:7]([O:8][CH3:9])=[C:2]([CH:3]=[CH:4][C:5]=3[O:24][CH3:25])[CH:28]=[O:29])[CH:19]=[CH:18][C:17]1=2. (6) Given the reactants Br[C:2]1[S:6][C:5]([C@@H:7]([C:18]2[CH:23]=[CH:22][CH:21]=[C:20]([F:24])[CH:19]=2)[C@@H:8]([CH3:17])[C:9]([NH:11][C:12]2[S:13][CH:14]=[N:15][N:16]=2)=[O:10])=[CH:4][CH:3]=1.[Cl:25][C:26]1[CH:27]=[C:28](B(O)O)[CH:29]=[CH:30][C:31]=1[C:32](=[O:36])[N:33]([CH3:35])[CH3:34], predict the reaction product. The product is: [Cl:25][C:26]1[CH:27]=[C:28]([C:2]2[S:6][C:5]([C@@H:7]([C:18]3[CH:23]=[CH:22][CH:21]=[C:20]([F:24])[CH:19]=3)[C@@H:8]([CH3:17])[C:9](=[O:10])[NH:11][C:12]3[S:13][CH:14]=[N:15][N:16]=3)=[CH:4][CH:3]=2)[CH:29]=[CH:30][C:31]=1[C:32]([N:33]([CH3:35])[CH3:34])=[O:36].